This data is from Full USPTO retrosynthesis dataset with 1.9M reactions from patents (1976-2016). The task is: Predict the reactants needed to synthesize the given product. (1) Given the product [CH:1]1([CH2:4][N:5]2[C:10](=[O:11])[C:9]([CH2:12][N:31]3[CH2:32][CH2:33][N:28]([CH3:27])[CH2:29][CH2:30]3)=[CH:8][C:7]([C:18]3[CH:19]=[CH:20][C:21]([S:24]([CH3:26])=[O:25])=[CH:22][CH:23]=3)=[N:6]2)[CH2:3][CH2:2]1, predict the reactants needed to synthesize it. The reactants are: [CH:1]1([CH2:4][N:5]2[C:10](=[O:11])[C:9]([CH2:12]OS(C)(=O)=O)=[CH:8][C:7]([C:18]3[CH:23]=[CH:22][C:21]([S:24]([CH3:26])=[O:25])=[CH:20][CH:19]=3)=[N:6]2)[CH2:3][CH2:2]1.[CH3:27][N:28]1[CH2:33][CH2:32][NH:31][CH2:30][CH2:29]1. (2) Given the product [OH:50][CH2:42][CH2:41][S:43]([CH2:46][CH2:47][NH:1][C@:2]12[CH2:37][CH2:36][C@@H:35]([C:38]([CH3:40])=[CH2:39])[C@@H:3]1[C@@H:4]1[C@@:17]([CH3:20])([CH2:18][CH2:19]2)[C@@:16]2([CH3:21])[C@@H:7]([C@:8]3([CH3:34])[C@@H:13]([CH2:14][CH2:15]2)[C:12]([CH3:23])([CH3:22])[C:11]([C:24]2[CH:33]=[CH:32][C:27]([C:28]([OH:30])=[O:29])=[CH:26][CH:25]=2)=[CH:10][CH2:9]3)[CH2:6][CH2:5]1)(=[O:45])=[O:44], predict the reactants needed to synthesize it. The reactants are: [NH2:1][C@:2]12[CH2:37][CH2:36][C@@H:35]([C:38]([CH3:40])=[CH2:39])[C@@H:3]1[C@@H:4]1[C@@:17]([CH3:20])([CH2:18][CH2:19]2)[C@@:16]2([CH3:21])[C@@H:7]([C@:8]3([CH3:34])[C@@H:13]([CH2:14][CH2:15]2)[C:12]([CH3:23])([CH3:22])[C:11]([C:24]2[CH:33]=[CH:32][C:27]([C:28]([O:30]C)=[O:29])=[CH:26][CH:25]=2)=[CH:10][CH2:9]3)[CH2:6][CH2:5]1.[CH:41]([S:43]([CH:46]=[CH2:47])(=[O:45])=[O:44])=[CH2:42].CC[OH:50]. (3) Given the product [N+:30]([C:33]1[CH:34]=[CH:35][CH:36]2[CH:41]([CH:42]=1)[C:40]([C:6]1[N:7]=[CH:8][N:9]([C:11]([C:12]3[CH:13]=[CH:14][CH:15]=[CH:16][CH:17]=3)([C:24]3[CH:29]=[CH:28][CH:27]=[CH:26][CH:25]=3)[C:18]3[CH:19]=[CH:20][CH:21]=[CH:22][CH:23]=3)[CH:10]=1)=[CH:39][CH2:38][CH2:37]2)([O-:32])=[O:31], predict the reactants needed to synthesize it. The reactants are: C([Mg]Br)C.I[C:6]1[N:7]=[CH:8][N:9]([C:11]([C:24]2[CH:29]=[CH:28][CH:27]=[CH:26][CH:25]=2)([C:18]2[CH:23]=[CH:22][CH:21]=[CH:20][CH:19]=2)[C:12]2[CH:17]=[CH:16][CH:15]=[CH:14][CH:13]=2)[CH:10]=1.[N+:30]([C:33]1[CH:34]=[CH:35][CH:36]2[CH:41]([CH:42]=1)[C:40](OS(C(F)(F)F)(=O)=O)=[CH:39][CH2:38][CH2:37]2)([O-:32])=[O:31]. (4) Given the product [NH2:21][C:22]1[CH:23]=[C:24]([CH:25]=[CH:26][CH:27]=1)[O:28][C:13]1[CH:14]=[CH:15][C:10]([C:9]([NH:8][C:4]2[CH:5]=[CH:6][CH:7]=[C:2]([Br:1])[CH:3]=2)=[O:20])=[CH:11][C:12]=1[N+:17]([O-:19])=[O:18], predict the reactants needed to synthesize it. The reactants are: [Br:1][C:2]1[CH:3]=[C:4]([NH:8][C:9](=[O:20])[C:10]2[CH:15]=[CH:14][C:13](Cl)=[C:12]([N+:17]([O-:19])=[O:18])[CH:11]=2)[CH:5]=[CH:6][CH:7]=1.[NH2:21][C:22]1[CH:23]=[C:24]([OH:28])[CH:25]=[CH:26][CH:27]=1.[OH-].[K+].Cl. (5) Given the product [Cl:1][C:2]1[C:10]2[N:9]=[C:8]3[N:11]([C:14]4[C:19]([CH3:20])=[CH:18][C:17]([Cl:21])=[CH:16][C:15]=4[Cl:22])[CH2:12][CH2:13][N:7]3[C:6]=2[C:5]([CH:23]([OH:24])[CH2:25][CH3:26])=[CH:4][CH:3]=1, predict the reactants needed to synthesize it. The reactants are: [Cl:1][C:2]1[CH:3]=[CH:4][C:5]([CH:23]=[O:24])=[C:6]2[C:10]=1[N:9]=[C:8]1[N:11]([C:14]3[C:19]([CH3:20])=[CH:18][C:17]([Cl:21])=[CH:16][C:15]=3[Cl:22])[CH2:12][CH2:13][N:7]21.[CH2:25]([Mg]Br)[CH3:26].O. (6) The reactants are: Br[C:2]1[CH:7]=[CH:6][CH:5]=[CH:4][C:3]=1[O:8][CH3:9].C([Li])CCC.B(F)(F)F.[CH2:19]([C@@H:21]1[O:23][CH2:22]1)[Cl:20]. Given the product [Cl:20][CH2:19][C@H:21]([OH:23])[CH2:22][C:2]1[CH:7]=[CH:6][CH:5]=[CH:4][C:3]=1[O:8][CH3:9], predict the reactants needed to synthesize it. (7) Given the product [N:17]1([CH:13]([NH:7][C:5](=[O:6])[C:4]2[CH:8]=[CH:9][CH:10]=[C:2]([Cl:1])[CH:3]=2)[C:12]([Cl:16])([Cl:11])[CH3:15])[C:21]2[CH:22]=[CH:23][CH:24]=[CH:25][C:20]=2[N:19]=[N:18]1, predict the reactants needed to synthesize it. The reactants are: [Cl:1][C:2]1[CH:3]=[C:4]([CH:8]=[CH:9][CH:10]=1)[C:5]([NH2:7])=[O:6].[Cl:11][C:12]([Cl:16])([CH3:15])[CH:13]=O.[NH:17]1[C:21]2[CH:22]=[CH:23][CH:24]=[CH:25][C:20]=2[N:19]=[N:18]1.C1(C)C=CC(S(O)(=O)=O)=CC=1. (8) Given the product [Cl:19][CH2:2][CH2:3][CH:4]([C:7]1[CH:12]=[CH:11][CH:10]=[CH:9][C:8]=1[C:13]([F:16])([F:15])[F:14])[C:5]#[N:6], predict the reactants needed to synthesize it. The reactants are: O[CH2:2][CH2:3][CH:4]([C:7]1[CH:12]=[CH:11][CH:10]=[CH:9][C:8]=1[C:13]([F:16])([F:15])[F:14])[C:5]#[N:6].S(Cl)([Cl:19])=O.O. (9) Given the product [C:6]([O:10][C:11]([N:13]1[CH2:18][C@H:17]([CH2:19][Cl:5])[N:16]([CH2:21][C:22]([N:24]2[C:32]3[C:27](=[N:28][CH:29]=[C:30]([CH2:33][C:34]4[CH:39]=[CH:38][C:37]([F:40])=[CH:36][CH:35]=4)[CH:31]=3)[C:26]([CH3:42])([CH3:41])[CH2:25]2)=[O:23])[CH2:15][C@H:14]1[CH3:43])=[O:12])([CH3:9])([CH3:8])[CH3:7], predict the reactants needed to synthesize it. The reactants are: CS([Cl:5])(=O)=O.[C:6]([O:10][C:11]([N:13]1[CH2:18][C@H:17]([CH2:19]O)[N:16]([CH2:21][C:22]([N:24]2[C:32]3[C:27](=[N:28][CH:29]=[C:30]([CH2:33][C:34]4[CH:39]=[CH:38][C:37]([F:40])=[CH:36][CH:35]=4)[CH:31]=3)[C:26]([CH3:42])([CH3:41])[CH2:25]2)=[O:23])[CH2:15][C@H:14]1[CH3:43])=[O:12])([CH3:9])([CH3:8])[CH3:7].C(N(CC)CC)C. (10) Given the product [Br:1][C:2]1[CH:3]=[CH:4][CH:5]=[C:6]2[C:11]=1[N:10]=[C:9]([C:17]#[C:16][C:14]([CH3:15])([OH:18])[CH3:13])[CH:8]=[N:7]2, predict the reactants needed to synthesize it. The reactants are: [Br:1][C:2]1[CH:3]=[CH:4][CH:5]=[C:6]2[C:11]=1[N:10]=[C:9](Cl)[CH:8]=[N:7]2.[CH3:13][C:14]([OH:18])([C:16]#[CH:17])[CH3:15].CCN(CC)CC.